Dataset: Catalyst prediction with 721,799 reactions and 888 catalyst types from USPTO. Task: Predict which catalyst facilitates the given reaction. (1) Reactant: Br[CH2:2][C:3]([C@H:5]1[CH2:10][N:9](C(OC(C)(C)C)=O)[C@H:8]([CH3:18])[CH2:7][CH2:6]1)=O.[NH2:19][C:20](=[S:26])[C:21]([O:23][CH2:24][CH3:25])=[O:22]. Product: [CH3:18][C@H:8]1[NH:9][CH2:10][C@H:5]([C:3]2[N:19]=[C:20]([C:21]([O:23][CH2:24][CH3:25])=[O:22])[S:26][CH:2]=2)[CH2:6][CH2:7]1. The catalyst class is: 8. (2) Reactant: I[C:2]1[CH:3]=[N:4][N:5]([C:7]2[CH:12]=[CH:11][C:10]([N+:13]([O-:15])=[O:14])=[CH:9][N:8]=2)[CH:6]=1.[CH:16]1(B(O)O)[CH2:18][CH2:17]1.C1(P(C2CCCCC2)C2CCCCC2)CCCCC1.P([O-])([O-])([O-])=O.[K+].[K+].[K+]. Product: [CH:16]1([C:2]2[CH:3]=[N:4][N:5]([C:7]3[CH:12]=[CH:11][C:10]([N+:13]([O-:15])=[O:14])=[CH:9][N:8]=3)[CH:6]=2)[CH2:18][CH2:17]1. The catalyst class is: 167. (3) Reactant: C[O:2][C:3](=[O:27])[CH2:4][O:5][C:6]1[CH:26]=[CH:25][C:9]2[C:10]([CH3:24])([CH3:23])[C:11]3[NH:12][C:13]4[C:18]([C:19]=3[C:20](=[O:21])[C:8]=2[CH:7]=1)=[CH:17][CH:16]=[C:15]([Br:22])[CH:14]=4.COC(=O)CO.[OH-].[Na+].Cl. Product: [Br:22][C:15]1[CH:14]=[C:13]2[C:18]([C:19]3[C:20](=[O:21])[C:8]4[CH:7]=[C:6]([O:5][CH2:4][C:3]([OH:27])=[O:2])[CH:26]=[CH:25][C:9]=4[C:10]([CH3:24])([CH3:23])[C:11]=3[NH:12]2)=[CH:17][CH:16]=1. The catalyst class is: 5. (4) Reactant: [Br:1][C:2]1[C:7]([CH3:8])=[CH:6][C:5]([C:9]([C:11]2[CH:16]=[CH:15][C:14]([F:17])=[CH:13][CH:12]=2)=O)=[C:4]([OH:18])[CH:3]=1.C[O:20][C:21](=O)[CH:22]=P(C1C=CC=CC=1)(C1C=CC=CC=1)C1C=CC=CC=1. Product: [Br:1][C:2]1[CH:3]=[C:4]2[C:5]([C:9]([C:11]3[CH:16]=[CH:15][C:14]([F:17])=[CH:13][CH:12]=3)=[CH:22][C:21](=[O:20])[O:18]2)=[CH:6][C:7]=1[CH3:8]. The catalyst class is: 11. (5) Reactant: Cl.[C:2]1([S:8]([C:11]2[CH:12]=[C:13]3[C:17](=[CH:18][CH:19]=2)[N:16]([CH:20]2[CH2:25][CH2:24][NH:23][CH2:22][CH2:21]2)[CH2:15][CH2:14]3)(=[O:10])=[O:9])[CH:7]=[CH:6][CH:5]=[CH:4][CH:3]=1. Product: [C:2]1([S:8]([C:11]2[CH:12]=[C:13]3[C:17](=[CH:18][CH:19]=2)[N:16]([CH:20]2[CH2:25][CH2:24][NH:23][CH2:22][CH2:21]2)[CH2:15][CH2:14]3)(=[O:10])=[O:9])[CH:3]=[CH:4][CH:5]=[CH:6][CH:7]=1. The catalyst class is: 13. (6) Reactant: Cl[C:2]1[N:7]=[C:6]([NH:8][CH2:9][CH2:10][C:11]#[N:12])[CH:5]=[C:4]([CH2:13][O:14][CH2:15][C:16]([F:19])([F:18])[F:17])[N:3]=1.[CH3:20][O:21][C:22]1[CH:23]=[C:24]([CH:26]=[CH:27][C:28]=1[N:29]1[CH:33]=[C:32]([CH3:34])[N:31]=[CH:30]1)[NH2:25].C(=O)([O-])[O-].[Cs+].[Cs+].C1(P(C2CCCCC2)C2C=CC=CC=2C2C=CC=CC=2)CCCCC1. Product: [CH3:20][O:21][C:22]1[CH:23]=[C:24]([NH:25][C:2]2[N:7]=[C:6]([NH:8][CH2:9][CH2:10][C:11]#[N:12])[CH:5]=[C:4]([CH2:13][O:14][CH2:15][C:16]([F:19])([F:18])[F:17])[N:3]=2)[CH:26]=[CH:27][C:28]=1[N:29]1[CH:33]=[C:32]([CH3:34])[N:31]=[CH:30]1. The catalyst class is: 584.